This data is from Reaction yield outcomes from USPTO patents with 853,638 reactions. The task is: Predict the reaction yield, written as a fraction of the theoretical maximum amount of product (1.0 means a 100% yield; for example, 0.34 means a 34% yield). (1) The reactants are [CH3:1][C:2]1[N:6]([C:7]2[CH:12]=[CH:11][CH:10]=[CH:9][CH:8]=2)[N:5]=[C:4]([C:13]([OH:15])=O)[CH:3]=1.C[N:17](C)C=O.C(Cl)(=O)C(Cl)=O.N[C:28]1[CH:49]=[CH:48][C:31]([O:32][C:33]2[CH:34]=[CH:35][C:36]3[N:37]([CH:39]=[C:40]([NH:42][C:43]([CH:45]4[CH2:47][CH2:46]4)=[O:44])[N:41]=3)[N:38]=2)=[CH:30][CH:29]=1. The catalyst is CN(C)C(=O)C.O1CCCC1. The product is [CH:45]1([C:43]([NH:42][C:40]2[N:41]=[C:36]3[CH:35]=[CH:34][C:33]([O:32][C:31]4[CH:30]=[C:29]([NH:17][C:13]([C:4]5[CH:3]=[C:2]([CH3:1])[N:6]([C:7]6[CH:8]=[CH:9][CH:10]=[CH:11][CH:12]=6)[N:5]=5)=[O:15])[CH:28]=[CH:49][CH:48]=4)=[N:38][N:37]3[CH:39]=2)=[O:44])[CH2:47][CH2:46]1. The yield is 0.660. (2) The reactants are [CH2:1]([CH:3]([C:6]1[C:7]2[N:8]([C:13]([C:17]3[S:21][C:20]([C:22]#[N:23])=[CH:19][C:18]=3[CH3:24])=[C:14]([CH3:16])[N:15]=2)[N:9]=[C:10]([CH3:12])[CH:11]=1)[CH2:4][CH3:5])[CH3:2].CN(C=O)C.N(CC)(CC)CC.Cl.[N-:38]=[N+:39]=[N-:40].[Na+]. The catalyst is O. The product is [CH2:1]([CH:3]([C:6]1[C:7]2[N:8]([C:13]([C:17]3[S:21][C:20]([C:22]4[NH:40][N:39]=[N:38][N:23]=4)=[CH:19][C:18]=3[CH3:24])=[C:14]([CH3:16])[N:15]=2)[N:9]=[C:10]([CH3:12])[CH:11]=1)[CH2:4][CH3:5])[CH3:2]. The yield is 0.500. (3) The reactants are [Cl:1][C:2]1[C:10]2[N:9]=[C:8]3[N:11]([C:16]4[CH:21]=[CH:20][C:19]([S:22][CH3:23])=[CH:18][C:17]=4[CH3:24])[CH2:12][CH2:13][CH2:14][CH2:15][N:7]3[C:6]=2[C:5]([CH:25]([CH2:28][CH3:29])[CH2:26][CH3:27])=[CH:4][CH:3]=1.ClC1C=CC=C(C(OO)=[O:38])C=1.C(=O)([O-])O.[Na+]. The catalyst is ClCCl. The product is [Cl:1][C:2]1[C:10]2[N:9]=[C:8]3[N:11]([C:16]4[CH:21]=[CH:20][C:19]([S:22]([CH3:23])=[O:38])=[CH:18][C:17]=4[CH3:24])[CH2:12][CH2:13][CH2:14][CH2:15][N:7]3[C:6]=2[C:5]([CH:25]([CH2:28][CH3:29])[CH2:26][CH3:27])=[CH:4][CH:3]=1. The yield is 0.290. (4) The reactants are C([N:8]1[CH2:14][C:13]2[N:15]=[CH:16][C:17]([N:19]([CH3:24])[CH:20]([CH3:23])[CH2:21][CH3:22])=[N:18][C:12]=2[O:11][C@@H:10]([CH2:25][O:26][CH3:27])[CH2:9]1)C1C=CC=CC=1.C(OCC)(=O)C.[ClH:34]. The catalyst is CO.[OH-].[OH-].[Pd+2]. The product is [ClH:34].[CH3:27][O:26][CH2:25][C@H:10]1[CH2:9][NH:8][CH2:14][C:13]2[N:15]=[CH:16][C:17]([N:19]([CH3:24])[CH:20]([CH3:23])[CH2:21][CH3:22])=[N:18][C:12]=2[O:11]1. The yield is 0.550.